From a dataset of Catalyst prediction with 721,799 reactions and 888 catalyst types from USPTO. Predict which catalyst facilitates the given reaction. (1) Reactant: [CH2:1]([O:3][C:4](=[O:20])[C:5]1[CH:10]=[CH:9][C:8]([CH2:11]P(OCC)(OCC)=O)=[CH:7][CH:6]=1)[CH3:2].C[Si]([N-][Si](C)(C)C)(C)C.[Li+].[CH3:31][C:32]1([CH3:50])[CH2:40][CH2:39][C:38]([CH3:42])([CH3:41])[C:37]2[CH2:36][C:35]([CH2:45][CH2:46][CH2:47][CH2:48][CH3:49])([CH:43]=O)[CH2:34][C:33]1=2.[Cl-].[NH4+]. Product: [CH2:1]([O:3][C:4](=[O:20])[C:5]1[CH:6]=[CH:7][C:8](/[CH:11]=[CH:43]/[C:35]2([CH2:45][CH2:46][CH2:47][CH2:48][CH3:49])[CH2:34][C:33]3[C:32]([CH3:31])([CH3:50])[CH2:40][CH2:39][C:38]([CH3:42])([CH3:41])[C:37]=3[CH2:36]2)=[CH:9][CH:10]=1)[CH3:2]. The catalyst class is: 134. (2) Reactant: [CH3:1][O:2][C:3](=[O:17])[C:4]1[CH:9]=[C:8]([C:10]#[C:11][Si:12]([CH3:15])([CH3:14])[CH3:13])[C:7]([NH2:16])=[N:6][CH:5]=1.N1C=CC=CC=1.[C:24](Cl)(=[O:26])[CH3:25]. Product: [CH3:1][O:2][C:3](=[O:17])[C:4]1[CH:9]=[C:8]([C:10]#[C:11][Si:12]([CH3:15])([CH3:14])[CH3:13])[C:7]([NH:16][C:24](=[O:26])[CH3:25])=[N:6][CH:5]=1. The catalyst class is: 4. (3) Reactant: [CH3:1][O:2][C:3]1[CH:4]=[C:5]2[C:10](=[CH:11][C:12]=1[O:13][CH3:14])[N:9]=[CH:8][CH:7]=[C:6]2[O:15][C:16]1[C:22]([CH3:23])=[CH:21][C:19]([NH2:20])=[C:18]([CH3:24])[CH:17]=1.[F:25][C:26]1[CH:31]=[C:30]([F:32])[CH:29]=[CH:28][C:27]=1[N:33]=[C:34]=[O:35]. Product: [F:25][C:26]1[CH:31]=[C:30]([F:32])[CH:29]=[CH:28][C:27]=1[NH:33][C:34]([NH:20][C:19]1[CH:21]=[C:22]([CH3:23])[C:16]([O:15][C:6]2[C:5]3[C:10](=[CH:11][C:12]([O:13][CH3:14])=[C:3]([O:2][CH3:1])[CH:4]=3)[N:9]=[CH:8][CH:7]=2)=[CH:17][C:18]=1[CH3:24])=[O:35]. The catalyst class is: 22. (4) Reactant: Cl[C:2]1[CH:7]=[CH:6][N:5]=[C:4]([C:8]([F:11])([F:10])[F:9])[N:3]=1.[CH2:12]1[C:16]2([CH2:21][CH2:20][NH:19][CH2:18][CH2:17]2)[CH2:15][CH2:14][N:13]1[C:22]([O:24][C:25]([CH3:28])([CH3:27])[CH3:26])=[O:23].CCN(C(C)C)C(C)C. Product: [F:9][C:8]([F:11])([F:10])[C:4]1[N:3]=[C:2]([N:19]2[CH2:20][CH2:21][C:16]3([CH2:12][N:13]([C:22]([O:24][C:25]([CH3:26])([CH3:27])[CH3:28])=[O:23])[CH2:14][CH2:15]3)[CH2:17][CH2:18]2)[CH:7]=[CH:6][N:5]=1. The catalyst class is: 32. (5) Reactant: [N:1]1[CH:2]=[CH:3][N:4]2[CH:9]=[CH:8][C:7]([C:10](=O)[C:11]#[C:12][CH3:13])=[CH:6][C:5]=12.Cl.[NH2:16][OH:17].C(N(CC)CC)C. Product: [CH3:13][C:12]1[O:17][N:16]=[C:10]([C:7]2[CH:8]=[CH:9][N:4]3[CH:3]=[CH:2][N:1]=[C:5]3[CH:6]=2)[CH:11]=1. The catalyst class is: 3.